This data is from Forward reaction prediction with 1.9M reactions from USPTO patents (1976-2016). The task is: Predict the product of the given reaction. (1) The product is: [Cl:31][C:28]1[CH:29]=[CH:30][C:25]([C@@:15]2([C:23]#[N:24])[C@H:16]([CH2:18][C:19]([CH3:20])([CH3:21])[CH3:22])[CH2:17][N:13]([C:11]([NH:10][C:7]3[CH:8]=[CH:9][C:4]([C:3]([OH:41])=[O:2])=[CH:5][CH:6]=3)=[O:12])[C@@H:14]2[C:33]2[CH:38]=[CH:37][CH:36]=[C:35]([Cl:39])[C:34]=2[Cl:40])=[C:26]([F:32])[CH:27]=1. Given the reactants C[O:2][C:3](=[O:41])[C:4]1[CH:9]=[CH:8][C:7]([NH:10][C:11]([N:13]2[CH2:17][C@@H:16]([CH2:18][C:19]([CH3:22])([CH3:21])[CH3:20])[C@@:15]([C:25]3[CH:30]=[CH:29][C:28]([Cl:31])=[CH:27][C:26]=3[F:32])([C:23]#[N:24])[C@H:14]2[C:33]2[CH:38]=[CH:37][CH:36]=[C:35]([Cl:39])[C:34]=2[Cl:40])=[O:12])=[CH:6][CH:5]=1.[Li+].[OH-], predict the reaction product. (2) Given the reactants Cl[C:2]1[CH:3]=[C:4]([C:8]2[N:13]=[CH:12][C:11]([CH:14]3[CH:18]=[CH:17][CH2:16][O:15]3)=[CH:10][N:9]=2)[CH:5]=[CH:6][CH:7]=1.C(OC1C=NC(C2C=CC=C([B:34]3[O:38][C:37]([CH3:40])([CH3:39])[C:36]([CH3:42])([CH3:41])[O:35]3)C=2)=NC=1)C, predict the reaction product. The product is: [O:15]1[CH2:16][CH:17]=[CH:18][CH:14]1[C:11]1[CH:10]=[N:9][C:8]([C:4]2[CH:5]=[CH:6][CH:7]=[C:2]([B:34]3[O:38][C:37]([CH3:40])([CH3:39])[C:36]([CH3:42])([CH3:41])[O:35]3)[CH:3]=2)=[N:13][CH:12]=1. (3) Given the reactants [O:1]1[CH2:3][C@H:2]1[C:4]1[CH:5]=[CH:6][C:7]([O:13][CH2:14][C:15]2[CH:20]=[CH:19][CH:18]=[CH:17][CH:16]=2)=[C:8]([NH:10][CH:11]=[O:12])[CH:9]=1.[CH2:21]([NH:28][CH2:29][C:30]1[CH:35]=[CH:34][CH:33]=[CH:32][CH:31]=1)[C:22]1[CH:27]=[CH:26][CH:25]=[CH:24][CH:23]=1, predict the reaction product. The product is: [C:22]1([CH2:21][N:28]([CH2:29][C:30]2[CH:31]=[CH:32][CH:33]=[CH:34][CH:35]=2)[CH2:3][C@@H:2]([C:4]2[CH:5]=[CH:6][C:7]([O:13][CH2:14][C:15]3[CH:20]=[CH:19][CH:18]=[CH:17][CH:16]=3)=[C:8]([NH:10][CH:11]=[O:12])[CH:9]=2)[OH:1])[CH:23]=[CH:24][CH:25]=[CH:26][CH:27]=1. (4) Given the reactants [Br:1][C:2]1[CH:7]=[CH:6][N:5]=[C:4](F)[CH:3]=1.Cl.[F:10][C:11]([F:22])([F:21])[C:12]1[N:16]2[CH2:17][CH2:18][NH:19][CH2:20][C:15]2=[N:14][N:13]=1.C(=O)([O-])[O-].[K+].[K+], predict the reaction product. The product is: [Br:1][C:2]1[CH:7]=[CH:6][N:5]=[C:4]([N:19]2[CH2:18][CH2:17][N:16]3[C:12]([C:11]([F:22])([F:10])[F:21])=[N:13][N:14]=[C:15]3[CH2:20]2)[CH:3]=1. (5) Given the reactants [O:1]1[CH2:6][CH2:5][N:4]([C:7]2[N:12]=[C:11]([N:13]3[CH2:18][CH2:17][O:16][CH2:15][CH2:14]3)[N:10]=[C:9]([C:19]3[CH:26]=[CH:25][C:22]([C:23]#[N:24])=[CH:21][CH:20]=3)[N:8]=2)[CH2:3][CH2:2]1.[N-:27]=[N+:28]=[N-:29].[Na+].Cl.C(N(CC)CC)C, predict the reaction product. The product is: [N:4]1([C:7]2[N:12]=[C:11]([N:13]3[CH2:14][CH2:15][O:16][CH2:17][CH2:18]3)[N:10]=[C:9]([C:19]3[CH:20]=[CH:21][C:22]([C:23]4[N:27]=[N:28][NH:29][N:24]=4)=[CH:25][CH:26]=3)[N:8]=2)[CH2:5][CH2:6][O:1][CH2:2][CH2:3]1. (6) The product is: [CH2:1]([O:8][C:9]([N:11]1[CH:16]2[CH2:17][N:18]([S:30]([CH3:29])(=[O:32])=[O:31])[CH2:19][CH:12]1[CH2:13][O:14][CH2:15]2)=[O:10])[C:2]1[CH:3]=[CH:4][CH:5]=[CH:6][CH:7]=1. Given the reactants [CH2:1]([O:8][C:9]([N:11]1[CH:16]2[CH2:17][NH:18][CH2:19][CH:12]1[CH2:13][O:14][CH2:15]2)=[O:10])[C:2]1[CH:7]=[CH:6][CH:5]=[CH:4][CH:3]=1.CCN(C(C)C)C(C)C.[CH3:29][S:30](Cl)(=[O:32])=[O:31], predict the reaction product. (7) Given the reactants [ClH:1].[CH3:2][N:3]1[C:7]2[CH2:8][CH2:9][N:10](C(OC(C)(C)C)=O)[CH2:11][CH2:12][C:6]=2[C:5]2[CH:20]=[CH:21][C:22]([N:24]3[CH:29]=[CH:28][C:27]([C:30]4[CH:35]=[CH:34][C:33]([C:36]([F:39])([F:38])[F:37])=[CH:32][N:31]=4)=[CH:26][C:25]3=[O:40])=[N:23][C:4]1=2, predict the reaction product. The product is: [ClH:1].[CH3:2][N:3]1[C:7]2[CH2:8][CH2:9][NH:10][CH2:11][CH2:12][C:6]=2[C:5]2[CH:20]=[CH:21][C:22]([N:24]3[CH:29]=[CH:28][C:27]([C:30]4[CH:35]=[CH:34][C:33]([C:36]([F:39])([F:38])[F:37])=[CH:32][N:31]=4)=[CH:26][C:25]3=[O:40])=[N:23][C:4]1=2. (8) Given the reactants [C:1](OC(=O)C)(=O)[CH3:2].[NH2:8][C:9](=[N:30][OH:31])[C:10]1[CH:15]=[CH:14][N:13]=[C:12]([N:16]2[CH2:21][CH2:20][N:19]([C:22]([O:24][CH2:25][C:26]([CH3:29])([CH3:28])[CH3:27])=[O:23])[CH2:18][CH2:17]2)[CH:11]=1, predict the reaction product. The product is: [CH3:1][C:2]1[O:31][N:30]=[C:9]([C:10]2[CH:15]=[CH:14][N:13]=[C:12]([N:16]3[CH2:21][CH2:20][N:19]([C:22]([O:24][CH2:25][C:26]([CH3:27])([CH3:28])[CH3:29])=[O:23])[CH2:18][CH2:17]3)[CH:11]=2)[N:8]=1. (9) Given the reactants C1(C)C=CC(S([O-])(=O)=O)=CC=1.[CH2:12]([N+:16]1[C:24]2[CH:23]=[CH:22][C:21]3[CH:25]=[CH:26][CH:27]=[CH:28][C:20]=3[C:19]=2[C:18]([CH3:30])([CH3:29])[C:17]=1[CH:31]=[CH:32][C:33]1[CH2:37][CH2:36][C:35](=[CH:38][CH:39]=[C:40]2[C:48]([CH3:50])([CH3:49])[C:47]3[C:46]4[CH:51]=[CH:52][CH:53]=[CH:54][C:45]=4[CH:44]=[CH:43][C:42]=3[N:41]2CCCC)[C:34]=1[S:59]([C:62]1[CH:67]=[CH:66][CH:65]=[CH:64][CH:63]=1)(=[O:61])=[O:60])[CH2:13][CH2:14][CH3:15].[N-:68]([S:76]([C:79]([F:82])([F:81])[F:80])(=[O:78])=[O:77])[S:69]([C:72]([F:75])([F:74])[F:73])(=[O:71])=[O:70].[Li+].C(C(C)=O)C(C)C, predict the reaction product. The product is: [N-:68]([S:69]([C:72]([F:75])([F:73])[F:74])(=[O:71])=[O:70])[S:76]([C:79]([F:82])([F:81])[F:80])(=[O:78])=[O:77].[CH2:12]([N:16]1[C:24]2[CH:23]=[CH:22][C:21]3[CH:25]=[CH:26][CH:27]=[CH:28][C:20]=3[C:19]=2[C:18]([CH3:29])([CH3:30])[C:17]1=[CH:31][CH:32]=[C:33]1[CH2:37][CH2:36][C:35]([CH:38]=[CH:39][C:40]2[C:48]([CH3:49])([CH3:50])[C:47]3[C:46]4[CH:51]=[CH:52][CH:53]=[CH:54][C:45]=4[CH:44]=[CH:43][C:42]=3[NH+:41]=2)=[C:34]1[S:59]([C:62]1[CH:63]=[CH:64][CH:65]=[CH:66][CH:67]=1)(=[O:61])=[O:60])[CH2:13][CH2:14][CH3:15].